Task: Predict the reactants needed to synthesize the given product.. Dataset: Full USPTO retrosynthesis dataset with 1.9M reactions from patents (1976-2016) (1) Given the product [CH3:17][O:16][CH2:14][CH:2]1[CH2:3][NH:4][CH2:5][CH2:6][NH:1]1, predict the reactants needed to synthesize it. The reactants are: [N:1]1(C(OC(C)(C)C)=O)[CH2:6][CH2:5][N:4](C(OC(C)(C)C)=O)[CH2:3][CH:2]1[C:14]([O:16][CH2:17]C)=O.Cl. (2) Given the product [CH:1]1([O:6][C:7]2[CH:15]=[CH:14][C:13]([S:16]([CH3:19])(=[O:18])=[O:17])=[CH:12][C:8]=2[C:9]([N:33]2[CH2:32][CH:31]=[C:30]([C:27]3[CH:28]=[CH:29][C:24]([S:21]([CH3:20])(=[O:23])=[O:22])=[CH:25][CH:26]=3)[CH2:35][CH2:34]2)=[O:11])[CH2:2][CH2:3][CH2:4][CH2:5]1, predict the reactants needed to synthesize it. The reactants are: [CH:1]1([O:6][C:7]2[CH:15]=[CH:14][C:13]([S:16]([CH3:19])(=[O:18])=[O:17])=[CH:12][C:8]=2[C:9]([OH:11])=O)[CH2:5][CH2:4][CH2:3][CH2:2]1.[CH3:20][S:21]([C:24]1[CH:29]=[CH:28][C:27]([C:30]2[CH2:31][CH2:32][NH:33][CH2:34][CH:35]=2)=[CH:26][CH:25]=1)(=[O:23])=[O:22]. (3) Given the product [NH2:20][C@@H:11]([CH2:12][CH2:13][C@H:14]([S:17][S:18][CH3:22])[CH2:15][NH:16][C:3]([O:5][CH2:44][C:45]1[CH:50]=[CH:49][CH:48]=[CH:47][C:46]=1[N:51]=[N+:52]=[N-:53])=[O:4])[C:8]([OH:10])=[O:9], predict the reactants needed to synthesize it. The reactants are: FC(F)(F)[C:3]([O-:5])=[O:4].[C:8]([C@@H:11]([NH3+:20])[CH2:12][CH2:13][C@H:14]([S:17](C)=[S:18])[CH2:15][NH3+:16])([OH:10])=[O:9].F[C:22](F)(F)C([O-])=O.C(=O)(O)[O-].[Na+].C(=O)([O-])OC1C=CC([N+]([O-])=O)=CC=1[CH2:44][C:45]1[CH:50]=[CH:49][CH:48]=[CH:47][C:46]=1[N:51]=[N+:52]=[N-:53].C(N(CC([O-])=O)CC([O-])=O)CN(CC(O)=O)CC(O)=O.[Na+].[Na+]. (4) Given the product [C:3]([CH:5]([C:12]1[CH:13]=[CH:14][C:15]([O:18][CH2:19][C:20]2[CH:25]=[CH:24][C:23]([O:26][CH2:27]/[C:28](=[N:35]/[O:36][CH3:37])/[C:29]3[CH:30]=[CH:31][CH:32]=[CH:33][CH:34]=3)=[CH:22][CH:21]=2)=[CH:16][CH:17]=1)[CH2:6][C:7]([O-:9])=[O:8])#[N:4].[Na+:2], predict the reactants needed to synthesize it. The reactants are: [OH-].[Na+:2].[C:3]([CH:5]([C:12]1[CH:17]=[CH:16][C:15]([O:18][CH2:19][C:20]2[CH:25]=[CH:24][C:23]([O:26][CH2:27]/[C:28](=[N:35]/[O:36][CH3:37])/[C:29]3[CH:34]=[CH:33][CH:32]=[CH:31][CH:30]=3)=[CH:22][CH:21]=2)=[CH:14][CH:13]=1)[CH2:6][C:7]([O:9]CC)=[O:8])#[N:4]. (5) Given the product [S:12]([N:9]1[C:6]2=[N:7][CH:8]=[C:3]([NH:1][NH:2][C:28]([N:22]3[CH2:27][CH2:26][CH2:25][CH2:24][CH2:23]3)=[O:29])[N:4]=[C:5]2[CH:11]=[CH:10]1)([C:15]1[CH:21]=[CH:20][C:18]([CH3:19])=[CH:17][CH:16]=1)(=[O:13])=[O:14], predict the reactants needed to synthesize it. The reactants are: [NH:1]([C:3]1[N:4]=[C:5]2[CH:11]=[CH:10][N:9]([S:12]([C:15]3[CH:21]=[CH:20][C:18]([CH3:19])=[CH:17][CH:16]=3)(=[O:14])=[O:13])[C:6]2=[N:7][CH:8]=1)[NH2:2].[N:22]1([C:28](Cl)=[O:29])[CH2:27][CH2:26][CH2:25][CH2:24][CH2:23]1.C(Cl)Cl. (6) Given the product [Cl:1][C:2]1[C:7]([C:8]([F:9])([F:10])[F:11])=[CH:6][CH:5]=[CH:4][N:3]=1, predict the reactants needed to synthesize it. The reactants are: [Cl:1][C:2]1[C:7]([C:8]([F:11])([F:10])[F:9])=[CH:6][C:5](I)=[CH:4][N:3]=1.C1(P(C2C=CC=CC=2)C2C=CC3C(=CC=CC=3)C=2C2C3C(=CC=CC=3)C=CC=2P(C2C=CC=CC=2)C2C=CC=CC=2)C=CC=CC=1.C(N(CC)CC)C.C(=O)([O-])[O-].[Cs+].[Cs+]. (7) Given the product [CH3:32][O:31][C:27]1[CH:26]=[C:25]([NH:24][C:23](=[O:33])[C:19]2[CH:20]=[CH:21][CH:22]=[C:17]([S:14]([N:11]3[CH2:10][CH2:9][NH:8][CH2:13][CH2:12]3)(=[O:15])=[O:16])[CH:18]=2)[CH:30]=[CH:29][CH:28]=1, predict the reactants needed to synthesize it. The reactants are: C(OC([N:8]1[CH2:13][CH2:12][N:11]([S:14]([C:17]2[CH:22]=[CH:21][CH:20]=[C:19]([C:23](=[O:33])[NH:24][C:25]3[CH:30]=[CH:29][CH:28]=[C:27]([O:31][CH3:32])[CH:26]=3)[CH:18]=2)(=[O:16])=[O:15])[CH2:10][CH2:9]1)=O)(C)(C)C. (8) Given the product [C:30]([C:27]1[CH:28]=[CH:29][C:24]([CH2:23][CH2:22][C:20]2[N:19]([CH3:32])[C:18]3[CH:33]=[CH:34][C:15]([NH:14][C:6](=[O:11])[C:7]([F:8])([F:9])[F:10])=[CH:16][C:17]=3[N:21]=2)=[CH:25][CH:26]=1)#[N:31], predict the reactants needed to synthesize it. The reactants are: [F:8][C:7]([F:10])([F:9])[C:6](O[C:6](=[O:11])[C:7]([F:10])([F:9])[F:8])=[O:11].[NH2:14][C:15]1[CH:34]=[CH:33][C:18]2[N:19]([CH3:32])[C:20]([CH2:22][CH2:23][C:24]3[CH:29]=[CH:28][C:27]([C:30]#[N:31])=[CH:26][CH:25]=3)=[N:21][C:17]=2[CH:16]=1. (9) Given the product [C:1]([OH:10])([C:4]1[CH:9]=[CH:8][CH:7]=[CH:6][CH:5]=1)([CH3:3])[CH3:2].[CH3:19][C:17]([C:11]1[CH:16]=[CH:15][CH:14]=[CH:13][CH:12]=1)=[CH2:18], predict the reactants needed to synthesize it. The reactants are: [C:1]([OH:10])([C:4]1[CH:9]=[CH:8][CH:7]=[CH:6][CH:5]=1)([CH3:3])[CH3:2].[C:11]1([CH:17]([CH3:19])[CH3:18])[CH:16]=[CH:15][CH:14]=[CH:13][CH:12]=1. (10) Given the product [CH:1]1([NH:7][C:8]2[CH:17]=[C:16]3[C:11]([C:12](=[O:29])[N:13]([CH2:24][CH2:25][CH2:26][C:27]4[NH:46][N:45]=[N:44][N:28]=4)[C:14](=[O:23])[N:15]3[CH:18]3[CH2:22][CH2:21][CH2:20][CH2:19]3)=[CH:10][C:9]=2[F:30])[CH2:2][CH2:3][CH2:4][CH2:5][CH2:6]1, predict the reactants needed to synthesize it. The reactants are: [CH:1]1([NH:7][C:8]2[CH:17]=[C:16]3[C:11]([C:12](=[O:29])[N:13]([CH2:24][CH2:25][CH2:26][C:27]#[N:28])[C:14](=[O:23])[N:15]3[CH:18]3[CH2:22][CH2:21][CH2:20][CH2:19]3)=[CH:10][C:9]=2[F:30])[CH2:6][CH2:5][CH2:4][CH2:3][CH2:2]1.C([Sn]([N:44]=[N+:45]=[N-:46])(CCCC)CCCC)CCC.[OH-].[Na+].